From a dataset of Catalyst prediction with 721,799 reactions and 888 catalyst types from USPTO. Predict which catalyst facilitates the given reaction. (1) Reactant: C[O:2][C:3]1[C:8]2OC3[C:15]([C:7]=2[CH:6]=[CH:5][CH:4]=1)=[CH:14][CH:13]=[CH:12]N=3.Cl.[NH+:17]1C=CC=CC=1. Product: [CH3:12][C:13]1[CH:14]=[CH:15][C:7]2[C:8](=[C:3]([OH:2])[CH:4]=[CH:5][CH:6]=2)[N:17]=1. The catalyst class is: 6. (2) Reactant: [H-].[Al+3].[Li+].[H-].[H-].[H-].C[O:8][C:9](=O)[C:10]1[CH:15]=[CH:14][C:13]([CH2:16][NH:17][C:18]([O:20][C:21]([CH3:24])([CH3:23])[CH3:22])=[O:19])=[CH:12][C:11]=1[Cl:25]. Product: [C:21]([O:20][C:18](=[O:19])[NH:17][CH2:16][C:13]1[CH:14]=[CH:15][C:10]([CH2:9][OH:8])=[C:11]([Cl:25])[CH:12]=1)([CH3:24])([CH3:22])[CH3:23]. The catalyst class is: 7.